From a dataset of Catalyst prediction with 721,799 reactions and 888 catalyst types from USPTO. Predict which catalyst facilitates the given reaction. Reactant: Br[C:2]1[CH:7]=[CH:6][CH:5]=[CH:4][N:3]=1.C([Mg]Cl)(C)C.[Br:13][C:14]1[CH:15]=[CH:16][C:17]([F:26])=[C:18]([CH:25]=1)[C:19](N(OC)C)=[O:20]. Product: [Br:13][C:14]1[CH:15]=[CH:16][C:17]([F:26])=[C:18]([C:19]([C:2]2[CH:7]=[CH:6][CH:5]=[CH:4][N:3]=2)=[O:20])[CH:25]=1. The catalyst class is: 7.